Dataset: Catalyst prediction with 721,799 reactions and 888 catalyst types from USPTO. Task: Predict which catalyst facilitates the given reaction. (1) Reactant: N1([C:6]([C:8]2[S:12][C:11]([CH2:13][CH2:14][C:15]3[N:16]=[C:17]([NH:20][C:21](=[O:23])[CH3:22])[S:18][CH:19]=3)=[CH:10][CH:9]=2)=[O:7])C=CN=C1.O.[BH4-].[Na+]. Product: [OH:7][CH2:6][C:8]1[S:12][C:11]([CH2:13][CH2:14][C:15]2[N:16]=[C:17]([NH:20][C:21](=[O:23])[CH3:22])[S:18][CH:19]=2)=[CH:10][CH:9]=1. The catalyst class is: 7. (2) Reactant: [C:1]([C:4]1[CH:13]([C:14]2[CH:19]=[CH:18][C:17]([N+:20]([O-:22])=[O:21])=[CH:16][C:15]=2[C:23]([F:26])([F:25])[F:24])[C:12]2[C:11](=[O:27])[NH:10][CH:9]=[CH:8][C:7]=2[NH:6][C:5]=1[CH3:28])(=[O:3])[CH3:2].FC(F)(F)S(O[CH2:35][CH3:36])(=O)=O.CO. Product: [CH2:35]([O:27][C:11]1[N:10]=[CH:9][CH:8]=[C:7]2[C:12]=1[CH:13]([C:14]1[CH:19]=[CH:18][C:17]([N+:20]([O-:22])=[O:21])=[CH:16][C:15]=1[C:23]([F:26])([F:25])[F:24])[C:4]([C:1](=[O:3])[CH3:2])=[C:5]([CH3:28])[NH:6]2)[CH3:36]. The catalyst class is: 1. (3) Reactant: Cl[CH2:2][C:3]1[C:4]([C:14]2[CH:19]=[CH:18][CH:17]=[CH:16][C:15]=2[CH3:20])=[N:5][C:6]2[C:11]([CH:12]=1)=[CH:10][CH:9]=[CH:8][C:7]=2[CH3:13].[N-:21]=[N+]=[N-].[Na+]. Product: [CH3:13][C:7]1[CH:8]=[CH:9][CH:10]=[C:11]2[C:6]=1[N:5]=[C:4]([C:14]1[CH:19]=[CH:18][CH:17]=[CH:16][C:15]=1[CH3:20])[C:3]([CH2:2][NH2:21])=[CH:12]2. The catalyst class is: 16. (4) Reactant: [N:1]([CH:4]([C:6]1[N:7]=[C:8]2[S:22][CH:21]=[C:20]([CH3:23])[N:9]2[C:10](=[O:19])[C:11]=1[C:12]1[CH:17]=[CH:16][CH:15]=[C:14]([F:18])[CH:13]=1)[CH3:5])=[N+]=[N-].CP(C)C.C(OCC)(=O)C. Product: [NH2:1][CH:4]([C:6]1[N:7]=[C:8]2[S:22][CH:21]=[C:20]([CH3:23])[N:9]2[C:10](=[O:19])[C:11]=1[C:12]1[CH:17]=[CH:16][CH:15]=[C:14]([F:18])[CH:13]=1)[CH3:5]. The catalyst class is: 30. (5) The catalyst class is: 691. Product: [Br:1][C:2]1[CH:3]=[CH:4][C:5]([Cl:12])=[C:6]([C:8]([CH3:10])=[CH2:9])[CH:7]=1. Reactant: [Br:1][C:2]1[CH:3]=[CH:4][C:5]([Cl:12])=[C:6]([C:8](O)([CH3:10])[CH3:9])[CH:7]=1.C1(C)C=CC(S(O)(=O)=O)=CC=1.O. (6) Reactant: [NH2:1][C@@H:2]1[CH2:7][CH2:6][CH2:5][N:4]([C:8]([O:10][C:11]([CH3:14])([CH3:13])[CH3:12])=[O:9])[CH2:3]1.[F-].[Cs+].Cl[C:18]1[N:23]=[C:22]([C:24]2[CH:25]=[N:26][N:27]3[CH:32]=[CH:31][CH:30]=[CH:29][C:28]=23)[CH:21]=[N:20][CH:19]=1.O. Product: [N:26]1[N:27]2[CH:32]=[CH:31][CH:30]=[CH:29][C:28]2=[C:24]([C:22]2[N:23]=[C:18]([NH:1][C@@H:2]3[CH2:7][CH2:6][CH2:5][N:4]([C:8]([O:10][C:11]([CH3:14])([CH3:13])[CH3:12])=[O:9])[CH2:3]3)[CH:19]=[N:20][CH:21]=2)[CH:25]=1. The catalyst class is: 16. (7) Reactant: [NH2:1][C:2]1[CH:7]=[C:6]([OH:8])[CH:5]=[CH:4][N:3]=1.Cl[C:10]1[C:15]([CH3:16])=[CH:14][C:13]([N+:17]([O-:19])=[O:18])=[CH:12][N:11]=1.C([O-])([O-])=O.[K+].[K+]. Product: [CH3:16][C:15]1[C:10]([O:8][C:6]2[CH:5]=[CH:4][N:3]=[C:2]([NH2:1])[CH:7]=2)=[N:11][CH:12]=[C:13]([N+:17]([O-:19])=[O:18])[CH:14]=1. The catalyst class is: 3. (8) Reactant: [Cl:1][C:2]1[N:3]=[C:4]([N:22]2[CH2:27][CH2:26][O:25][CH2:24][CH2:23]2)[C:5]2[S:10][C:9]([CH2:11][N:12]3[CH2:17][CH2:16][N:15]([C:18](=[O:21])[CH2:19][OH:20])[CH2:14][CH2:13]3)=[CH:8][C:6]=2[N:7]=1.C1(C)C=CC(S(O)(=O)=O)=CC=1.[O:39]1[CH:44]=[CH:43][CH2:42][CH2:41][CH2:40]1. Product: [Cl:1][C:2]1[N:3]=[C:4]([N:22]2[CH2:27][CH2:26][O:25][CH2:24][CH2:23]2)[C:5]2[S:10][C:9]([CH2:11][N:12]3[CH2:13][CH2:14][N:15]([C:18](=[O:21])[CH2:19][O:20][CH:40]4[CH2:41][CH2:42][CH2:43][CH2:44][O:39]4)[CH2:16][CH2:17]3)=[CH:8][C:6]=2[N:7]=1. The catalyst class is: 13. (9) Reactant: [F:1][C:2]1[C:29]([F:30])=[CH:28][C:27]([F:31])=[C:26]([F:32])[C:3]=1[CH2:4][O:5][C:6]1[CH:7]=[N:8][C:9]([NH:12][C:13]2[CH:14]=[C:15]([N:19]3[CH2:24][CH2:23][C:22](=O)[CH2:21][CH2:20]3)[CH:16]=[CH:17][CH:18]=2)=[N:10][CH:11]=1.[CH3:33][N:34]1[CH2:39][CH2:38][NH:37][CH2:36][CH2:35]1.C(O[BH-](OC(=O)C)OC(=O)C)(=O)C.[Na+].C(=O)([O-])O.[Na+]. Product: [CH3:33][N:34]1[CH2:39][CH2:38][N:37]([CH:22]2[CH2:23][CH2:24][N:19]([C:15]3[CH:14]=[C:13]([NH:12][C:9]4[N:8]=[CH:7][C:6]([O:5][CH2:4][C:3]5[C:2]([F:1])=[C:29]([F:30])[CH:28]=[C:27]([F:31])[C:26]=5[F:32])=[CH:11][N:10]=4)[CH:18]=[CH:17][CH:16]=3)[CH2:20][CH2:21]2)[CH2:36][CH2:35]1. The catalyst class is: 4.